Task: Predict the product of the given reaction.. Dataset: Forward reaction prediction with 1.9M reactions from USPTO patents (1976-2016) (1) Given the reactants [NH:1]1[C:9]2[C:4](=[CH:5][C:6]([C:10]3[S:14][N:13]=[C:12]([NH:15][CH2:16][C:17]4[CH:22]=[CH:21][C:20]([O:23][CH3:24])=[CH:19][CH:18]=4)[N:11]=3)=[CH:7][CH:8]=2)[CH:3]=[CH:2]1.[OH-].[K+].[I:27]I.S(=O)(O)[O-].[Na+], predict the reaction product. The product is: [I:27][C:3]1[C:4]2[C:9](=[CH:8][CH:7]=[C:6]([C:10]3[S:14][N:13]=[C:12]([NH:15][CH2:16][C:17]4[CH:22]=[CH:21][C:20]([O:23][CH3:24])=[CH:19][CH:18]=4)[N:11]=3)[CH:5]=2)[NH:1][CH:2]=1. (2) Given the reactants [CH2:1]([NH2:8])[C:2]1[CH:7]=[CH:6][CH:5]=[CH:4][CH:3]=1.C(N(CC)CC)C.[CH3:16][C:17]1[C:18]2[CH:38]=[CH:37][C:36](=[O:39])[N:35]([C:40]3[CH:48]=[CH:47][C:43]([C:44](Cl)=[O:45])=[CH:42][CH:41]=3)[C:19]=2[N:20]=[C:21]([N:23]2[CH2:28][CH2:27][N:26]([C:29]3[CH:34]=[CH:33][CH:32]=[CH:31][CH:30]=3)[CH2:25][CH2:24]2)[N:22]=1, predict the reaction product. The product is: [CH2:1]([NH:8][C:44](=[O:45])[C:43]1[CH:47]=[CH:48][C:40]([N:35]2[C:19]3[N:20]=[C:21]([N:23]4[CH2:24][CH2:25][N:26]([C:29]5[CH:30]=[CH:31][CH:32]=[CH:33][CH:34]=5)[CH2:27][CH2:28]4)[N:22]=[C:17]([CH3:16])[C:18]=3[CH:38]=[CH:37][C:36]2=[O:39])=[CH:41][CH:42]=1)[C:2]1[CH:7]=[CH:6][CH:5]=[CH:4][CH:3]=1.